The task is: Regression. Given two drug SMILES strings and cell line genomic features, predict the synergy score measuring deviation from expected non-interaction effect.. This data is from Merck oncology drug combination screen with 23,052 pairs across 39 cell lines. (1) Drug 1: CCN(CC)CCNC(=O)c1c(C)[nH]c(C=C2C(=O)Nc3ccc(F)cc32)c1C. Drug 2: C#Cc1cccc(Nc2ncnc3cc(OCCOC)c(OCCOC)cc23)c1. Cell line: UWB1289. Synergy scores: synergy=18.4. (2) Drug 1: O=C(CCCCCCC(=O)Nc1ccccc1)NO. Drug 2: CCc1c2c(nc3ccc(O)cc13)-c1cc3c(c(=O)n1C2)COC(=O)C3(O)CC. Cell line: MDAMB436. Synergy scores: synergy=-3.09. (3) Drug 2: O=C(CCCCCCC(=O)Nc1ccccc1)NO. Cell line: A427. Drug 1: O=P1(N(CCCl)CCCl)NCCCO1. Synergy scores: synergy=-9.91. (4) Drug 1: CC1(c2nc3c(C(N)=O)cccc3[nH]2)CCCN1. Drug 2: Cn1c(=O)n(-c2ccc(C(C)(C)C#N)cc2)c2c3cc(-c4cnc5ccccc5c4)ccc3ncc21. Cell line: CAOV3. Synergy scores: synergy=48.3. (5) Drug 1: CN(Cc1cnc2nc(N)nc(N)c2n1)c1ccc(C(=O)NC(CCC(=O)O)C(=O)O)cc1. Drug 2: O=C(NOCC(O)CO)c1ccc(F)c(F)c1Nc1ccc(I)cc1F. Cell line: OCUBM. Synergy scores: synergy=15.7. (6) Drug 1: COC12C(COC(N)=O)C3=C(C(=O)C(C)=C(N)C3=O)N1CC1NC12. Drug 2: CCN(CC)CCNC(=O)c1c(C)[nH]c(C=C2C(=O)Nc3ccc(F)cc32)c1C. Cell line: NCIH1650. Synergy scores: synergy=6.29.